This data is from Full USPTO retrosynthesis dataset with 1.9M reactions from patents (1976-2016). The task is: Predict the reactants needed to synthesize the given product. (1) The reactants are: FC(F)(F)S(O[C:7]1[CH:12]=[CH:11][CH:10]=[C:9]([C:13]2[CH:18]=[C:17]([C:19]3[C:23]4[CH2:24][C:25]([CH3:30])([CH3:29])[CH2:26][C:27](=[O:28])[C:22]=4[S:21][C:20]=3[N:31]3[CH2:36][CH2:35][O:34][CH2:33][CH2:32]3)[CH:16]=[CH:15][N:14]=2)[CH:8]=1)(=O)=O.C(OC([NH:46][CH:47]1[CH2:51][CH2:50][NH:49][CH2:48]1)=O)(C)(C)C.CC(C)([O-])C.[K+].[ClH:58].CCOCC. Given the product [ClH:58].[NH2:46][CH:47]1[CH2:51][CH2:50][N:49]([C:7]2[CH:8]=[C:9]([C:13]3[CH:18]=[C:17]([C:19]4[C:23]5[CH2:24][C:25]([CH3:29])([CH3:30])[CH2:26][C:27](=[O:28])[C:22]=5[S:21][C:20]=4[N:31]4[CH2:32][CH2:33][O:34][CH2:35][CH2:36]4)[CH:16]=[CH:15][N:14]=3)[CH:10]=[CH:11][CH:12]=2)[CH2:48]1, predict the reactants needed to synthesize it. (2) Given the product [CH2:38]([O:5][C:6]([N:8]1[CH2:13][CH2:12][CH:11]([N:14]2[C:18]3=[N:19][CH:20]=[N:21][C:22]([O:23][C:24]4[C:25]([CH3:30])=[N:26][CH:27]=[CH:28][CH:29]=4)=[C:17]3[CH:16]=[N:15]2)[CH2:10][CH2:9]1)=[O:7])[C:37]1[CH:45]=[CH:44][CH:48]=[CH:35][CH:36]=1, predict the reactants needed to synthesize it. The reactants are: C([O:5][C:6]([N:8]1[CH2:13][CH2:12][CH:11]([N:14]2[C:18]3=[N:19][CH:20]=[N:21][C:22]([O:23][C:24]4[C:25]([CH3:30])=[N:26][CH:27]=[CH:28][CH:29]=4)=[C:17]3[CH:16]=[N:15]2)[CH2:10][CH2:9]1)=[O:7])(C)(C)C.ClC(O[CH2:35][CH2:36][CH2:37][CH3:38])=O.C(N([CH2:44][CH3:45])CC)C.O.F[C:48](F)(F)C(O)=O. (3) The reactants are: [NH2:1][C:2]1[C:10]([C:11]#N)=[C:9]2[C:5]([CH2:6][CH2:7][CH:8]2[OH:13])=[CH:4][C:3]=1[Cl:14].[OH-:15].[Na+].C([OH:20])(C)C. Given the product [NH2:1][C:2]1[C:10]([C:11]([OH:20])=[O:15])=[C:9]2[C:5]([CH2:6][CH2:7][CH:8]2[OH:13])=[CH:4][C:3]=1[Cl:14], predict the reactants needed to synthesize it. (4) The reactants are: Br[C:2]1[CH:7]=[CH:6][C:5]([C:8]2([C:11]3[N:15]4[CH2:16][CH2:17][S:18][C:19]([CH2:22][O:23][Si](C(C)(C)C)(C)C)([CH3:21])[CH2:20][C:14]4=[N:13][N:12]=3)[CH2:10][CH2:9]2)=[CH:4][CH:3]=1.[C:31]([C:33]1[CH:38]=[CH:37][N:36]=[CH:35][C:34]=1B1OC(C)(C)C(C)(C)O1)#[N:32].C(=O)([O-])[O-].[K+].[K+].C(=O)([O-])O.[Na+]. Given the product [OH:23][CH2:22][C:19]1([CH3:21])[S:18][CH2:17][CH2:16][N:15]2[C:11]([C:8]3([C:5]4[CH:4]=[CH:3][C:2]([C:38]5[CH:37]=[N:36][CH:35]=[CH:34][C:33]=5[C:31]#[N:32])=[CH:7][CH:6]=4)[CH2:10][CH2:9]3)=[N:12][N:13]=[C:14]2[CH2:20]1, predict the reactants needed to synthesize it. (5) Given the product [CH2:1]=[C:2]1[C:19]2[C@:14]([CH3:21])([CH:15]=[CH:16][C:17](=[O:20])[CH:18]=2)[C@@H:13]2[C@H:4]([C@H:5]3[C@@:9]([CH2:11][CH2:12]2)([CH3:10])[C:8](=[O:22])[CH2:7][CH2:6]3)[CH2:3]1, predict the reactants needed to synthesize it. The reactants are: [CH2:1]=[C:2]1[C:19]2[C@:14]([CH3:21])([CH:15]=[CH:16][C:17](=[O:20])[CH:18]=2)[C@@H:13]2[C@H:4]([C@H:5]3[C@@:9]([CH2:11][CH2:12]2)([CH3:10])[C@@H:8]([OH:22])[CH2:7][CH2:6]3)[CH2:3]1.CC(C)=O.OS(O)(=O)=O.O=[Cr](=O)=O.O.S(=O)(=O)(O)O. (6) Given the product [N+:1]([C:4]1[CH:5]=[CH:6][C:7]2[O:12][C@:11]([CH3:18])([CH:13]([O:16][CH3:17])[O:14][CH3:15])[C@@H:10]([OH:19])[C@H:9]([N:29]([C:26]3[CH:27]=[CH:28][C:23]([O:22][CH3:21])=[CH:24][CH:25]=3)[CH2:30][C:31]3[NH:35][CH:34]=[CH:33][N:32]=3)[C:8]=2[CH:20]=1)([O-:3])=[O:2], predict the reactants needed to synthesize it. The reactants are: [N+:1]([C:4]1[CH:5]=[CH:6][C:7]2[O:12][C@:11]([CH3:18])([CH:13]([O:16][CH3:17])[O:14][CH3:15])[C@H:10]3[O:19][C@H:9]3[C:8]=2[CH:20]=1)([O-:3])=[O:2].[CH3:21][O:22][C:23]1[CH:28]=[CH:27][C:26]([NH:29][CH2:30][C:31]2[NH:32][CH:33]=[CH:34][N:35]=2)=[CH:25][CH:24]=1. (7) Given the product [NH2:1][C:2]1[N:6]([CH:7]2[CH2:12][CH2:11][CH2:10][N:9]([C:13]#[N:14])[CH2:8]2)[N:5]=[C:4]([C:15]2[CH:20]=[CH:19][C:18]([S:21][C:22]3[CH:23]=[CH:24][CH:25]=[CH:26][CH:27]=3)=[CH:17][CH:16]=2)[C:3]=1[C:29]([NH2:31])=[O:30], predict the reactants needed to synthesize it. The reactants are: [NH2:1][C:2]1[N:6]([CH:7]2[CH2:12][CH2:11][CH2:10][N:9]([C:13]#[N:14])[CH2:8]2)[N:5]=[C:4]([C:15]2[CH:20]=[CH:19][C:18]([S:21][C:22]3[CH:27]=[CH:26][C:25](Cl)=[CH:24][CH:23]=3)=[CH:17][CH:16]=2)[C:3]=1[C:29]([NH2:31])=[O:30].C1(S)C=CC=CC=1. (8) Given the product [Cl:13][C:14]1[N:15]=[C:16]([C:20]([F:21])([F:22])[F:23])[C:17]([I:24])=[CH:18][CH:19]=1, predict the reactants needed to synthesize it. The reactants are: [Li]CCCC.C(NC(C)C)(C)C.[Cl:13][C:14]1[CH:19]=[CH:18][CH:17]=[C:16]([C:20]([F:23])([F:22])[F:21])[N:15]=1.[I:24]I.Cl. (9) The reactants are: [Cl:1][C:2]1[C:10]2[N:6]([C:7]([CH2:14][CH2:15][O:16][CH2:17][CH3:18])=[CH:8][C:9]=2[C:11]([OH:13])=O)[CH:5]=[CH:4][CH:3]=1.[F:19][C:20]1([F:28])[CH2:25][CH2:24][CH:23]([CH2:26][NH2:27])[CH2:22][CH2:21]1.Cl.CN(C)CCCN=C=NCC.N1(O)C2C=CC=CC=2N=N1.C(N(C(C)C)C(C)C)C. Given the product [F:19][C:20]1([F:28])[CH2:25][CH2:24][CH:23]([CH2:26][NH:27][C:11]([C:9]2[CH:8]=[C:7]([CH2:14][CH2:15][O:16][CH2:17][CH3:18])[N:6]3[C:10]=2[C:2]([Cl:1])=[CH:3][CH:4]=[CH:5]3)=[O:13])[CH2:22][CH2:21]1, predict the reactants needed to synthesize it. (10) Given the product [Cl:1][C:2]1[CH:3]=[C:4]([C:5]2[C:6]([C:13]3[CH:18]=[CH:17][CH:16]=[C:15]([O:19][CH2:20][CH2:21][F:22])[CH:14]=3)=[CH:7][NH:26][N:25]=2)[C:9]([OH:8])=[CH:10][C:11]=1[OH:12], predict the reactants needed to synthesize it. The reactants are: [Cl:1][C:2]1[CH:3]=[C:4]2[C:9](=[CH:10][C:11]=1[OH:12])[O:8][CH:7]=[C:6]([C:13]1[CH:18]=[CH:17][CH:16]=[C:15]([O:19][CH2:20][CH2:21][F:22])[CH:14]=1)[C:5]2=O.O.[NH2:25][NH2:26].